Task: Predict the reactants needed to synthesize the given product.. Dataset: Full USPTO retrosynthesis dataset with 1.9M reactions from patents (1976-2016) (1) Given the product [Br:1][C:2]1[CH:3]=[CH:4][C:5]([C@H:8]2[O:13][CH2:12][CH2:11][N:10]([C:23]([O:25][C:26]([CH3:29])([CH3:28])[CH3:27])=[O:24])[CH2:9]2)=[CH:6][CH:7]=1, predict the reactants needed to synthesize it. The reactants are: [Br:1][C:2]1[CH:7]=[CH:6][C:5]([C@H:8]2[O:13][CH2:12][CH2:11][NH:10][CH2:9]2)=[CH:4][CH:3]=1.C(N(CC)C(C)C)(C)C.[C:23](O[C:23]([O:25][C:26]([CH3:29])([CH3:28])[CH3:27])=[O:24])([O:25][C:26]([CH3:29])([CH3:28])[CH3:27])=[O:24]. (2) The reactants are: O[Li].O.C[O:5][C:6](=[O:21])[C:7]1[CH:12]=[CH:11][CH:10]=[C:9]([O:13][CH2:14][C:15]2[CH:20]=[CH:19][CH:18]=[CH:17][CH:16]=2)[CH:8]=1.Cl. Given the product [CH2:14]([O:13][C:9]1[CH:8]=[C:7]([CH:12]=[CH:11][CH:10]=1)[C:6]([OH:21])=[O:5])[C:15]1[CH:16]=[CH:17][CH:18]=[CH:19][CH:20]=1, predict the reactants needed to synthesize it. (3) Given the product [CH3:20][CH:19]([C:18]1[N:15]=[C:14]([N:11]2[CH2:12][CH2:13][CH:8]([CH2:7][OH:6])[CH2:9][CH2:10]2)[O:16][N:17]=1)[CH3:21], predict the reactants needed to synthesize it. The reactants are: CCOCC.[OH:6][CH2:7][CH:8]1[CH2:13][CH2:12][N:11]([C:14]#[N:15])[CH2:10][CH2:9]1.[OH:16][NH:17][C:18](=N)[CH:19]([CH3:21])[CH3:20].Cl. (4) Given the product [C:31]([O:30][C:28]([N:24]([CH2:23][CH:20]1[CH2:21][CH2:22][N:17]([C:15](=[O:16])[CH2:14][CH2:13][C:10]2[CH:11]=[CH:12][C:7]([C:6]([OH:36])=[O:5])=[CH:8][C:9]=2[CH3:35])[CH2:18][CH2:19]1)[CH:25]1[CH2:27][CH2:26]1)=[O:29])([CH3:34])([CH3:33])[CH3:32], predict the reactants needed to synthesize it. The reactants are: O.[OH-].[Li+].C[O:5][C:6](=[O:36])[C:7]1[CH:12]=[CH:11][C:10]([CH2:13][CH2:14][C:15]([N:17]2[CH2:22][CH2:21][CH:20]([CH2:23][N:24]([C:28]([O:30][C:31]([CH3:34])([CH3:33])[CH3:32])=[O:29])[CH:25]3[CH2:27][CH2:26]3)[CH2:19][CH2:18]2)=[O:16])=[C:9]([CH3:35])[CH:8]=1.[OH-].[Na+].